Dataset: Forward reaction prediction with 1.9M reactions from USPTO patents (1976-2016). Task: Predict the product of the given reaction. (1) The product is: [Cl:1][C:2]1[C:10]([C:11]2([C:14]#[N:15])[CH2:13][CH2:12]2)=[CH:9][CH:8]=[CH:7][C:3]=1[C:4]([NH:21][C:22]1[CH:27]=[C:26]([OH:28])[C:25]([F:29])=[CH:24][C:23]=1[F:30])=[O:6]. Given the reactants [Cl:1][C:2]1[C:10]([C:11]2([C:14]#[N:15])[CH2:13][CH2:12]2)=[CH:9][CH:8]=[CH:7][C:3]=1[C:4]([OH:6])=O.CN(C)C=O.[NH2:21][C:22]1[C:23]([F:30])=[CH:24][C:25]([F:29])=[C:26]([OH:28])[CH:27]=1.C(=O)([O-])O.[Na+], predict the reaction product. (2) Given the reactants [F:1][C:2]1[CH:7]=[CH:6][C:5](I)=[CH:4][CH:3]=1.C([Li])CCC.[CH2:14]([O:21][C:22]1[C:31]2[N:30]=[CH:29][CH:28]=[CH:27][C:26]=2[C:25]([S:32](F)(=[O:34])=[O:33])=[CH:24][CH:23]=1)[C:15]1[CH:20]=[CH:19][CH:18]=[CH:17][CH:16]=1.CO, predict the reaction product. The product is: [CH2:14]([O:21][C:22]1[CH:23]=[CH:24][C:25]([S:32]([C:5]2[CH:6]=[CH:7][C:2]([F:1])=[CH:3][CH:4]=2)(=[O:34])=[O:33])=[C:26]2[C:31]=1[N:30]=[CH:29][CH:28]=[CH:27]2)[C:15]1[CH:20]=[CH:19][CH:18]=[CH:17][CH:16]=1. (3) Given the reactants [N+:1]([C:4]1[CH:5]=[CH:6][C:7]2[NH:12][C:11](=O)[CH2:10][O:9][C:8]=2[CH:14]=1)([O-:3])=[O:2].B.C1COCC1.CO, predict the reaction product. The product is: [N+:1]([C:4]1[CH:5]=[CH:6][C:7]2[NH:12][CH2:11][CH2:10][O:9][C:8]=2[CH:14]=1)([O-:3])=[O:2]. (4) Given the reactants [C:1]([O:7][CH2:8][CH3:9])(=[O:6])[CH2:2][C:3]([CH3:5])=O.[F:10][C:11]1[CH:18]=[CH:17][C:14]([CH:15]=O)=[CH:13][CH:12]=1.[NH4+:19].[OH-:20], predict the reaction product. The product is: [F:10][C:11]1[CH:18]=[CH:17][C:14]([CH:15]2[C:2]([C:1]([O:7][CH2:8][CH3:9])=[O:6])=[C:3]([CH3:5])[NH:19][C:3]([CH3:5])=[C:2]2[C:1]([O:7][CH2:8][CH3:9])=[O:20])=[CH:13][CH:12]=1. (5) Given the reactants [OH-].[Na+].C([O:5][C:6](=[O:34])[CH:7]=[CH:8][C:9]1[CH:14]=[CH:13][C:12]([C:15]2[CH:20]=[CH:19][C:18]([C:21]3[C:26]4[O:27][C:28]5[CH:33]=[CH:32][CH:31]=[CH:30][C:29]=5[C:25]=4[CH:24]=[CH:23][CH:22]=3)=[CH:17][CH:16]=2)=[CH:11][CH:10]=1)C.Cl, predict the reaction product. The product is: [CH:24]1[C:25]2[C:29]3[CH:30]=[CH:31][CH:32]=[CH:33][C:28]=3[O:27][C:26]=2[C:21]([C:18]2[CH:19]=[CH:20][C:15]([C:12]3[CH:13]=[CH:14][C:9]([CH:8]=[CH:7][C:6]([OH:34])=[O:5])=[CH:10][CH:11]=3)=[CH:16][CH:17]=2)=[CH:22][CH:23]=1. (6) Given the reactants [Br:1][C:2]1[CH:3]=[CH:4][C:5]2[N:6]([CH:8]=[C:9]([C:11]3[CH:18]=[CH:17][C:14]([CH:15]=[O:16])=[CH:13][CH:12]=3)[N:10]=2)[CH:7]=1.C1(C)C=CC(S([CH2:28][N+:29]#[C-:30])(=O)=O)=CC=1, predict the reaction product. The product is: [Br:1][C:2]1[CH:3]=[CH:4][C:5]2[N:6]([CH:8]=[C:9]([C:11]3[CH:18]=[CH:17][C:14]([C:15]4[O:16][CH:30]=[N:29][CH:28]=4)=[CH:13][CH:12]=3)[N:10]=2)[CH:7]=1.